Dataset: Forward reaction prediction with 1.9M reactions from USPTO patents (1976-2016). Task: Predict the product of the given reaction. (1) Given the reactants [Cl:1][C:2]1[N:7]=[C:6]([C:8]([O:10][CH2:11][CH3:12])=[O:9])[C:5](F)=[CH:4][N:3]=1.[CH:14]1([NH2:17])[CH2:16][CH2:15]1, predict the reaction product. The product is: [Cl:1][C:2]1[N:7]=[C:6]([C:8]([O:10][CH2:11][CH3:12])=[O:9])[C:5]([NH:17][CH:14]2[CH2:16][CH2:15]2)=[CH:4][N:3]=1. (2) Given the reactants [O:1]1[C:5]2[CH:6]=[CH:7][CH:8]=[CH:9][C:4]=2[CH:3]=[C:2]1[CH:10]=[N:11][S:12]([C:15]1[CH:25]=[CH:24][C:18]2[O:19][CH2:20][CH2:21][CH2:22][O:23][C:17]=2[CH:16]=1)(=[O:14])=[O:13].O1CCCC1.Br[Mg][C:33]1[S:34][CH:35]=[CH:36][C:37]=1[CH3:38], predict the reaction product. The product is: [O:1]1[C:5]2[CH:6]=[CH:7][CH:8]=[CH:9][C:4]=2[CH:3]=[C:2]1[CH:10]([C:33]1[S:34][CH:35]=[CH:36][C:37]=1[CH3:38])[NH:11][S:12]([C:15]1[CH:25]=[CH:24][C:18]2[O:19][CH2:20][CH2:21][CH2:22][O:23][C:17]=2[CH:16]=1)(=[O:13])=[O:14]. (3) The product is: [Cl:1][C:2]1[CH:3]=[C:4]([NH:8][C:9]2[N:14]=[C:13]([C:15]3[CH:20]=[CH:19][N:18]=[C:17]([N:21]4[C:25](=[S:39])[C:24]([CH3:28])([CH3:27])[C:23]([CH3:29])=[N:22]4)[CH:16]=3)[CH:12]=[CH:11][N:10]=2)[CH:5]=[CH:6][CH:7]=1. Given the reactants [Cl:1][C:2]1[CH:3]=[C:4]([NH:8][C:9]2[N:14]=[C:13]([C:15]3[CH:20]=[CH:19][N:18]=[C:17]([N:21]4[C:25](=O)[C:24]([CH3:28])([CH3:27])[C:23]([CH3:29])=[N:22]4)[CH:16]=3)[CH:12]=[CH:11][N:10]=2)[CH:5]=[CH:6][CH:7]=1.COC1C=CC(P2(SP(C3C=CC(OC)=CC=3)(=S)S2)=[S:39])=CC=1, predict the reaction product. (4) Given the reactants [CH:1]([O:14][C:15]1[C:16]2[C:35](=[O:36])[N:34]([CH2:37][C:38]3[CH:43]=[CH:42][C:41]([F:44])=[CH:40][CH:39]=3)[CH2:33][C:17]=2[C:18](OS(C(F)(F)F)(=O)=O)=[C:19]2[C:24]=1[N:23]=[CH:22][CH:21]=[CH:20]2)([C:8]1[CH:13]=[CH:12][CH:11]=[CH:10][CH:9]=1)[C:2]1[CH:7]=[CH:6][CH:5]=[CH:4][CH:3]=1.C([O-])([O-])=O.[K+].[K+].[CH3:51][C:52]1[C:56](B(O)O)=[C:55]([CH3:60])[O:54][N:53]=1, predict the reaction product. The product is: [CH:1]([O:14][C:15]1[C:16]2[C:35](=[O:36])[N:34]([CH2:37][C:38]3[CH:43]=[CH:42][C:41]([F:44])=[CH:40][CH:39]=3)[CH2:33][C:17]=2[C:18]([C:56]2[C:52]([CH3:51])=[N:53][O:54][C:55]=2[CH3:60])=[C:19]2[C:24]=1[N:23]=[CH:22][CH:21]=[CH:20]2)([C:8]1[CH:9]=[CH:10][CH:11]=[CH:12][CH:13]=1)[C:2]1[CH:7]=[CH:6][CH:5]=[CH:4][CH:3]=1. (5) Given the reactants [Cl:1][C:2]1[CH:9]=[C:8](Br)[CH:7]=[CH:6][C:3]=1[CH:4]=O.Br[C:12]1[CH:13]=[C:14]([C:31]([NH2:33])=[O:32])[C:15]2[NH:16][C:17]3[CH:18]=[C:19]([N:25]4[CH2:30][CH2:29][O:28][CH2:27][CH2:26]4)[CH:20]=[CH:21][C:22]=3[C:23]=2[N:24]=1, predict the reaction product. The product is: [Cl:1][C:2]1[CH:9]=[C:8]([C:12]2[CH:13]=[C:14]([C:31]([NH2:33])=[O:32])[C:15]3[NH:16][C:17]4[CH:18]=[C:19]([N:25]5[CH2:30][CH2:29][O:28][CH2:27][CH2:26]5)[CH:20]=[CH:21][C:22]=4[C:23]=3[N:24]=2)[CH:7]=[CH:6][C:3]=1[CH2:4][N:25]1[CH2:30][CH2:29][O:28][CH2:27][CH2:26]1. (6) Given the reactants [O:1]=[S:2]([Cl:4])Cl.N[C:6]1[CH:13]=[CH:12][C:9]([C:10]#[N:11])=[CH:8][C:7]=1[N+:14]([O-:16])=[O:15].N([O-])=[O:18].[Na+].Cl, predict the reaction product. The product is: [C:10]([C:9]1[CH:12]=[CH:13][C:6]([S:2]([Cl:4])(=[O:1])=[O:18])=[C:7]([N+:14]([O-:16])=[O:15])[CH:8]=1)#[N:11].